This data is from Full USPTO retrosynthesis dataset with 1.9M reactions from patents (1976-2016). The task is: Predict the reactants needed to synthesize the given product. (1) Given the product [CH3:1][S:2][CH:3]([C:8]1[CH:13]=[CH:12][CH:11]=[CH:10][CH:9]=1)[C:4]([NH:15][NH2:16])=[O:5], predict the reactants needed to synthesize it. The reactants are: [CH3:1][S:2][CH:3]([C:8]1[CH:13]=[CH:12][CH:11]=[CH:10][CH:9]=1)[C:4](OC)=[O:5].O.[NH2:15][NH2:16]. (2) Given the product [OH:57][CH2:56][C@H:54]([NH:55][C:23]([C:2]1([CH3:1])[CH2:8][CH2:7][N:6]([S:9]([C:12]2[CH:18]=[CH:17][C:15]([CH3:16])=[CH:14][CH:13]=2)(=[O:10])=[O:11])[C:5]2[CH:19]=[CH:20][CH:21]=[CH:22][C:4]=2[CH2:3]1)=[O:24])[C:48]1[CH:53]=[CH:52][CH:51]=[CH:50][CH:49]=1, predict the reactants needed to synthesize it. The reactants are: [CH3:1][C:2]1([C:23](O)=[O:24])[CH2:8][CH2:7][N:6]([S:9]([C:12]2[CH:18]=[CH:17][C:15]([CH3:16])=[CH:14][CH:13]=2)(=[O:11])=[O:10])[C:5]2[CH:19]=[CH:20][CH:21]=[CH:22][C:4]=2[CH2:3]1.ON1C2C=CC=CC=2N=N1.Cl.C(N=C=NCCCN(C)C)C.[C:48]1([C@H:54]([CH2:56][OH:57])[NH2:55])[CH:53]=[CH:52][CH:51]=[CH:50][CH:49]=1. (3) The reactants are: [CH3:1][C:2]1[CH:7]=[CH:6][C:5]([S:8]([O:11][CH2:12][CH:13]2[CH2:17][C:16]3[CH:18]=[CH:19][CH:20]=[C:21](Br)[C:15]=3[O:14]2)(=[O:10])=[O:9])=[CH:4][CH:3]=1.[CH3:23][O:24][C:25]1[CH:30]=[CH:29][CH:28]=[CH:27][C:26]=1B(O)O.C(=O)([O-])[O-].[K+].[K+]. Given the product [CH3:1][C:2]1[CH:7]=[CH:6][C:5]([S:8]([O:11][CH2:12][CH:13]2[CH2:17][C:16]3[CH:18]=[CH:19][CH:20]=[C:21]([C:26]4[CH:27]=[CH:28][CH:29]=[CH:30][C:25]=4[O:24][CH3:23])[C:15]=3[O:14]2)(=[O:10])=[O:9])=[CH:4][CH:3]=1, predict the reactants needed to synthesize it.